Dataset: Full USPTO retrosynthesis dataset with 1.9M reactions from patents (1976-2016). Task: Predict the reactants needed to synthesize the given product. Given the product [F:1][C:2]1[CH:3]=[C:4](/[CH:16]=[C:17](\[CH3:23])/[CH2:18][OH:19])[CH:5]=[C:6]([F:15])[C:7]=1[O:8][C:9]1[CH:14]=[CH:13][CH:12]=[CH:11][CH:10]=1, predict the reactants needed to synthesize it. The reactants are: [F:1][C:2]1[CH:3]=[C:4](/[CH:16]=[C:17](\[CH3:23])/[C:18](OCC)=[O:19])[CH:5]=[C:6]([F:15])[C:7]=1[O:8][C:9]1[CH:14]=[CH:13][CH:12]=[CH:11][CH:10]=1.CC(C[AlH]CC(C)C)C.